This data is from Catalyst prediction with 721,799 reactions and 888 catalyst types from USPTO. The task is: Predict which catalyst facilitates the given reaction. (1) Reactant: Cl.[CH3:2][NH:3][CH3:4].Cl.C(N=C=NCCCN(C)C)C.OC1C2N=NNC=2C=CC=1.[C:27]([O:31][C:32]([C:34]1[C:57]([OH:58])=[C:56]([C:59]([F:62])([F:61])[F:60])[CH:55]=[CH:54][C:35]=1[CH2:36][O:37][C:38]1[CH:43]=[CH:42][C:41]([C:44]2[CH:49]=[CH:48][C:47]([CH2:50][C:51](O)=[O:52])=[CH:46][CH:45]=2)=[CH:40][CH:39]=1)=[O:33])([CH3:30])([CH3:29])[CH3:28].[Cl-].[NH4+]. Product: [CH3:2][N:3]([CH3:4])[C:51](=[O:52])[CH2:50][C:47]1[CH:48]=[CH:49][C:44]([C:41]2[CH:42]=[CH:43][C:38]([O:37][CH2:36][C:35]3[C:34]([C:32]([O:31][C:27]([CH3:30])([CH3:29])[CH3:28])=[O:33])=[C:57]([OH:58])[C:56]([C:59]([F:62])([F:61])[F:60])=[CH:55][CH:54]=3)=[CH:39][CH:40]=2)=[CH:45][CH:46]=1. The catalyst class is: 556. (2) Product: [CH2:1]([NH:5][CH2:6][P:7]([OH:10])([OH:9])=[O:8])[C:2]([OH:4])=[O:3].[CH3:12][CH:11]([OH:3])[CH3:13].[CH2:1]([NH:5][CH2:6][P:7]([OH:10])([OH:9])=[O:8])[C:2]([OH:4])=[O:3]. The catalyst class is: 6. Reactant: [CH2:1]([NH:5][CH2:6][P:7]([OH:10])([OH:9])=[O:8])[C:2]([OH:4])=[O:3].[CH:11](N)([CH3:13])[CH3:12]. (3) Reactant: [N:1]1[CH:6]=[CH:5][C:4]([CH2:7][N:8]2[CH2:17][CH2:16][C:15]3[C:14]([C:18]([O-:20])=O)=[CH:13][CH:12]=[CH:11][C:10]=3[CH2:9]2)=[CH:3][CH:2]=1.[Na+].[Cl:22][C:23]1[CH:29]=[CH:28][C:26]([NH2:27])=[CH:25][CH:24]=1.F[B-](F)(F)F.N1(OC(N(C)C)=[N+](C)C)C2C=CC=CC=2N=N1.C(N(CC)C(C)C)(C)C. Product: [Cl:22][C:23]1[CH:29]=[CH:28][C:26]([NH:27][C:18]([C:14]2[C:15]3[CH2:16][CH2:17][N:8]([CH2:7][C:4]4[CH:3]=[CH:2][N:1]=[CH:6][CH:5]=4)[CH2:9][C:10]=3[CH:11]=[CH:12][CH:13]=2)=[O:20])=[CH:25][CH:24]=1. The catalyst class is: 9. (4) Reactant: [NH2:1][C:2]1[C:3]([NH:13][C@@H:14]2[CH2:18][C@H:17]([O:19][CH2:20][CH2:21][OH:22])[C@@H:16]([OH:23])[C@H:15]2[OH:24])=[N:4][C:5]([S:9][CH2:10][CH2:11][CH3:12])=[N:6][C:7]=1[Cl:8].[N:25](OCCC(C)C)=O. Product: [Cl:8][C:7]1[C:2]2[N:1]=[N:25][N:13]([C@@H:14]3[CH2:18][C@H:17]([O:19][CH2:20][CH2:21][OH:22])[C@@H:16]([OH:23])[C@H:15]3[OH:24])[C:3]=2[N:4]=[C:5]([S:9][CH2:10][CH2:11][CH3:12])[N:6]=1. The catalyst class is: 13. (5) Reactant: [C:1]([O:5][C:6]([NH:8][C@@H:9]([C@H:13]([O:15][CH3:16])[CH3:14])[C:10]([OH:12])=O)=[O:7])([CH3:4])([CH3:3])[CH3:2].CN(C(O[N:25]1N=NC2C=[CH:29][CH:30]=[CH:31][C:26]1=2)=[N+](C)C)C.[B-](F)(F)(F)F.N1CCCC1. Product: [CH3:16][O:15][C@H:13]([CH3:14])[C@H:9]([NH:8][C:6](=[O:7])[O:5][C:1]([CH3:2])([CH3:3])[CH3:4])[C:10](=[O:12])[N:25]1[CH2:26][CH2:31][CH2:30][CH2:29]1. The catalyst class is: 2. (6) Reactant: [CH2:1]([O:8][C:9]([N:11]1[CH2:16][CH2:15][CH:14]([C@H:17]2[CH2:19][C@H:18]2[CH2:20][CH2:21][O:22][C:23]2[C:28]([CH3:29])=[CH:27][C:26]([NH2:30])=[CH:25][N:24]=2)[CH2:13][CH2:12]1)=[O:10])[C:2]1[CH:7]=[CH:6][CH:5]=[CH:4][CH:3]=1.CCN(C(C)C)C(C)C.Cl[CH2:41][CH2:42][N:43]=[C:44]=[O:45].NC(N)=O.[H-].[Na+]. Product: [CH3:29][C:28]1[C:23]([O:22][CH2:21][CH2:20][C@@H:18]2[CH2:19][C@@H:17]2[CH:14]2[CH2:13][CH2:12][N:11]([C:9]([O:8][CH2:1][C:2]3[CH:7]=[CH:6][CH:5]=[CH:4][CH:3]=3)=[O:10])[CH2:16][CH2:15]2)=[N:24][CH:25]=[C:26]([N:30]2[CH2:41][CH2:42][NH:43][C:44]2=[O:45])[CH:27]=1. The catalyst class is: 1.